Dataset: Forward reaction prediction with 1.9M reactions from USPTO patents (1976-2016). Task: Predict the product of the given reaction. (1) Given the reactants [Cl:1][C:2]1[CH:16]=[C:15]([Cl:17])[CH:14]=[CH:13][C:3]=1[CH2:4][N:5]1[C:9]([CH3:10])=[CH:8][CH:7]=[C:6]1[CH:11]=O.C(O)(=O)[CH2:19][C:20]([OH:22])=[O:21].N1CCCCC1, predict the reaction product. The product is: [Cl:1][C:2]1[CH:16]=[C:15]([Cl:17])[CH:14]=[CH:13][C:3]=1[CH2:4][N:5]1[C:9]([CH3:10])=[CH:8][CH:7]=[C:6]1/[CH:11]=[CH:19]/[C:20]([OH:22])=[O:21]. (2) The product is: [CH3:1][S:2]([C:5]1[CH:6]=[CH:7][C:8]2[C:9]3[N:30]=[CH:29][C:28]([C:31]4[N:57]([CH3:56])[N:58]=[N:33][C:32]=4[CH3:37])=[CH:27][C:10]=3[N:11]([C@@H:14]([CH:21]3[CH2:22][CH2:23][O:24][CH2:25][CH2:26]3)[C:15]3[CH:20]=[CH:19][CH:18]=[CH:17][CH:16]=3)[C:12]=2[CH:13]=1)(=[O:4])=[O:3]. Given the reactants [CH3:1][S:2]([C:5]1[CH:6]=[CH:7][C:8]2[C:9]3[N:30]=[CH:29][C:28]([C:31]4[C:32]([CH3:37])=[N:33]OC=4C)=[CH:27][C:10]=3[N:11]([C@@H:14]([CH:21]3[CH2:26][CH2:25][O:24][CH2:23][CH2:22]3)[C:15]3[CH:20]=[CH:19][CH:18]=[CH:17][CH:16]=3)[C:12]=2[CH:13]=1)(=[O:4])=[O:3].CS(C1C=CC2C3N=CC(C4N(C)[N:58]=[N:57][C:56]=4C)=CC=3NC=2C=1)(=O)=O, predict the reaction product. (3) Given the reactants [CH3:1][O:2][C:3]([C:5]1[C@H:6]([C:18]2[CH:23]=[CH:22][C:21]([F:24])=[CH:20][C:19]=2[Cl:25])[N:7]=[C:8]([C:13]2[S:14][CH:15]=[CH:16][N:17]=2)[NH:9][C:10]=1[CH2:11]Br)=[O:4].[F:26][CH:27]1[CH2:33][CH:32]2[NH:34][CH:28]1[CH2:29][O:30][CH2:31]2, predict the reaction product. The product is: [Cl:25][C:19]1[CH:20]=[C:21]([F:24])[CH:22]=[CH:23][C:18]=1[C@H:6]1[C:5]([C:3]([O:2][CH3:1])=[O:4])=[C:10]([CH2:11][N:34]2[CH:28]3[CH:27]([F:26])[CH2:33][CH:32]2[CH2:31][O:30][CH2:29]3)[NH:9][C:8]([C:13]2[S:14][CH:15]=[CH:16][N:17]=2)=[N:7]1. (4) Given the reactants C([O:3][C:4]([CH:6]1[CH:10]([C:11]2[CH:16]=[CH:15][C:14]([Cl:17])=[CH:13][CH:12]=2)[CH2:9][N:8]([CH2:18][C:19]2[CH:24]=[CH:23][CH:22]=[CH:21][CH:20]=2)[CH2:7]1)=O)C.[H-].[H-].[H-].[H-].[Li+].[Al+3].O.[OH-].[Na+], predict the reaction product. The product is: [CH2:18]([N:8]1[CH2:9][CH:10]([C:11]2[CH:12]=[CH:13][C:14]([Cl:17])=[CH:15][CH:16]=2)[CH:6]([CH2:4][OH:3])[CH2:7]1)[C:19]1[CH:20]=[CH:21][CH:22]=[CH:23][CH:24]=1. (5) Given the reactants CS([C:5]1[N:9]=[C:8]([C:10]2[CH:15]=[CH:14][CH:13]=[CH:12][C:11]=2[Cl:16])[S:7][N:6]=1)(=O)=O.CS(C1N=C(C2C=CC=CC=2Cl)SN=1)=O.[CH2:32]([OH:37])[C:33]#[C:34][CH2:35][CH3:36].[H-].[Na+].[Cl-].[Na+], predict the reaction product. The product is: [Cl:16][C:11]1[CH:12]=[CH:13][CH:14]=[CH:15][C:10]=1[C:8]1[S:7][N:6]=[C:5]([O:37][CH2:32][C:33]#[C:34][CH2:35][CH3:36])[N:9]=1. (6) Given the reactants [C:1]([O:5][C:6]([N:8]1[C:17]2[C:12](=[CH:13][C:14]([C:18]3[CH:19]=[N:20][CH:21]=[C:22]([CH2:24][NH2:25])[CH:23]=3)=[CH:15][N:16]=2)[CH2:11][CH2:10][CH2:9]1)=[O:7])([CH3:4])([CH3:3])[CH3:2].[O:26]1[CH2:31][CH2:30][CH:29]([C:32](O)=[O:33])[CH2:28][CH2:27]1.C(N(CC)CC)C.CN(C(ON1N=NC2C=CC=CC1=2)=[N+](C)C)C.[B-](F)(F)(F)F, predict the reaction product. The product is: [C:1]([O:5][C:6]([N:8]1[C:17]2[C:12](=[CH:13][C:14]([C:18]3[CH:19]=[N:20][CH:21]=[C:22]([CH2:24][NH:25][C:32]([CH:29]4[CH2:30][CH2:31][O:26][CH2:27][CH2:28]4)=[O:33])[CH:23]=3)=[CH:15][N:16]=2)[CH2:11][CH2:10][CH2:9]1)=[O:7])([CH3:4])([CH3:2])[CH3:3].